This data is from Catalyst prediction with 721,799 reactions and 888 catalyst types from USPTO. The task is: Predict which catalyst facilitates the given reaction. (1) Reactant: C([O:4][C:5]1[CH:14]=[C:13]2[C:8]([C:9]([CH3:21])=[C:10]([C:19]#[N:20])[C:11](S(C)(=O)=O)=[N:12]2)=[CH:7][C:6]=1[O:22][CH3:23])(=O)C.CC(O)=O.[OH-].[NH4+]. Product: [OH:4][C:5]1[CH:14]=[C:13]2[C:8]([C:9]([CH3:21])=[C:10]([C:19]#[N:20])[CH:11]=[N:12]2)=[CH:7][C:6]=1[O:22][CH3:23]. The catalyst class is: 284. (2) Reactant: Br[C:2]1[CH:7]=[CH:6][C:5]([CH:8]2[CH2:27][CH2:26][CH2:25][C:9]32[N:13]([CH3:14])[C:12](=[O:15])[N:11]([C:16]2[CH:21]=[C:20]([Cl:22])[CH:19]=[C:18]([Cl:23])[CH:17]=2)[C:10]3=[O:24])=[CH:4][CH:3]=1.[C:28]([Cu])#[N:29].C(N)CN. Product: [Cl:23][C:18]1[CH:17]=[C:16]([N:11]2[C:10](=[O:24])[C@:9]3([CH2:25][CH2:26][CH2:27][C@H:8]3[C:5]3[CH:6]=[CH:7][C:2]([C:28]#[N:29])=[CH:3][CH:4]=3)[N:13]([CH3:14])[C:12]2=[O:15])[CH:21]=[C:20]([Cl:22])[CH:19]=1. The catalyst class is: 37. (3) Reactant: O1CCOCC1.[NH:7]1[C:15]2[C:10](=[CH:11][CH:12]=[CH:13][CH:14]=2)[C:9]2([C:27]3[C:18](=[CH:19][C:20]4[O:25][CH2:24][CH2:23][O:22][C:21]=4[CH:26]=3)[O:17][CH2:16]2)[C:8]1=[O:28].C(=O)([O-])[O-].[Cs+].[Cs+].Cl.Cl[CH2:37][C:38]1[C:43]([C:44]([F:47])([F:46])[F:45])=[CH:42][CH:41]=[CH:40][N:39]=1. Product: [F:47][C:44]([F:45])([F:46])[C:43]1[C:38]([CH2:37][N:7]2[C:15]3[C:10](=[CH:11][CH:12]=[CH:13][CH:14]=3)[C:9]3([C:27]4[C:18](=[CH:19][C:20]5[O:25][CH2:24][CH2:23][O:22][C:21]=5[CH:26]=4)[O:17][CH2:16]3)[C:8]2=[O:28])=[N:39][CH:40]=[CH:41][CH:42]=1. The catalyst class is: 46.